This data is from Reaction yield outcomes from USPTO patents with 853,638 reactions. The task is: Predict the reaction yield, written as a fraction of the theoretical maximum amount of product (1.0 means a 100% yield; for example, 0.34 means a 34% yield). (1) The reactants are [Cl:1][C:2]1[CH:3]=[C:4]([CH:10]=[CH:11][CH:12]=1)[CH2:5]P(=O)([O-])[O-].[Li]CCCC.[CH3:18][CH2:19][CH2:20][CH2:21][CH2:22][CH3:23].C(=O)CCCC#C. The catalyst is C1COCC1. The product is [Cl:1][C:2]1[CH:12]=[CH:11][CH:10]=[C:4]([CH:5]=[CH:23][CH2:22][CH2:21][CH2:20][C:19]#[CH:18])[CH:3]=1. The yield is 0.930. (2) The reactants are [NH2:1][C:2]1[CH:7]=[CH:6][C:5]([C:8]2[C:16]3[C:11](=[CH:12][CH:13]=[C:14]([F:17])[CH:15]=3)[N:10]([S:18]([C:21]3[CH:26]=[CH:25][CH:24]=[CH:23][CH:22]=3)(=[O:20])=[O:19])[CH:9]=2)=[CH:4][C:3]=1[OH:27].C1C[O:31][CH2:30]C1. The catalyst is O. The product is [F:17][C:14]1[CH:15]=[C:16]2[C:11](=[CH:12][CH:13]=1)[N:10]([S:18]([C:21]1[CH:26]=[CH:25][CH:24]=[CH:23][CH:22]=1)(=[O:20])=[O:19])[CH:9]=[C:8]2[C:5]1[CH:6]=[CH:7][C:2]2[NH:1][C:30](=[O:31])[O:27][C:3]=2[CH:4]=1. The yield is 1.00. (3) The reactants are [N+:1]([C:4]1[CH:9]=[CH:8][C:7]([OH:10])=[CH:6][CH:5]=1)([O-:3])=[O:2].Cl[CH2:12][C:13]1[O:17][N:16]=[C:15]([C:18]2[CH:23]=[CH:22][CH:21]=[CH:20][CH:19]=2)[N:14]=1.C([O-])([O-])=O.[K+].[K+]. The catalyst is CC(C)=O. The product is [N+:1]([C:4]1[CH:9]=[CH:8][C:7]([O:10][CH2:12][C:13]2[O:17][N:16]=[C:15]([C:18]3[CH:19]=[CH:20][CH:21]=[CH:22][CH:23]=3)[N:14]=2)=[CH:6][CH:5]=1)([O-:3])=[O:2]. The yield is 0.920. (4) The reactants are [O:1]=[C:2]1[CH2:6][S:5][CH2:4][CH:3]1[CH2:7][C:8]1[CH:13]=[CH:12][C:11]([CH:14]([CH3:18])[C:15](O)=[O:16])=[CH:10][CH:9]=1.COC1C=CC(P2(SP(C3C=CC(OC)=CC=3)(=S)S2)=[S:28])=CC=1. The catalyst is C1(C)C=CC=CC=1. The product is [O:1]=[C:2]1[CH2:6][S:5][CH2:4][CH:3]1[CH2:7][C:8]1[CH:13]=[CH:12][C:11]([CH:14]([CH3:18])[C:15]([OH:16])=[S:28])=[CH:10][CH:9]=1. The yield is 0.524. (5) The reactants are [CH3:1][O:2][C:3]1[CH:4]=[C:5]2[C:10](=[CH:11][C:12]=1[O:13][CH3:14])[N:9]=[CH:8][CH:7]=[C:6]2[S:15][C:16]1[S:17][C:18]([N+:21]([O-])=O)=[CH:19][CH:20]=1.[Cl-].[NH4+].C(O)C.O. The catalyst is [Fe].CCCCCC.C(OCC)(=O)C. The product is [CH3:1][O:2][C:3]1[CH:4]=[C:5]2[C:10](=[CH:11][C:12]=1[O:13][CH3:14])[N:9]=[CH:8][CH:7]=[C:6]2[S:15][C:16]1[S:17][C:18]([NH2:21])=[CH:19][CH:20]=1. The yield is 0.550. (6) The reactants are [OH:1][CH2:2][C@@H:3]1[NH:7][C:6](=[O:8])[CH2:5][CH2:4]1.CO[C:11](OC)([CH3:13])[CH3:12].C(=O)(O)[O-].[Na+]. The catalyst is O.C12(CS(O)(=O)=O)C(C)(C)C(CC1)CC2=O. The product is [CH3:12][C:11]1([CH3:13])[N:7]2[C:6](=[O:8])[CH2:5][CH2:4][C@@H:3]2[CH2:2][O:1]1. The yield is 0.780. (7) The reactants are [Br:1][C:2]1[CH:3]=[N:4][C:5]([OH:8])=[N:6][CH:7]=1.[I-].[Na+].C(=O)([O-])[O-].[Cs+].[Cs+].Cl.Cl[CH2:19][CH2:20][N:21]1[CH2:26][CH2:25][O:24][CH2:23][CH2:22]1. The catalyst is CN(C=O)C. The product is [Br:1][C:2]1[CH:3]=[N:4][C:5](=[O:8])[N:6]([CH2:19][CH2:20][N:21]2[CH2:26][CH2:25][O:24][CH2:23][CH2:22]2)[CH:7]=1. The yield is 0.780.